Dataset: Reaction yield outcomes from USPTO patents with 853,638 reactions. Task: Predict the reaction yield, written as a fraction of the theoretical maximum amount of product (1.0 means a 100% yield; for example, 0.34 means a 34% yield). (1) The reactants are [CH2:1]([O:8][C:9]1[CH:14]=[CH:13][C:12]([C:15](=O)[CH:16]=[C:17]([C:19]([O:21][CH3:22])=[O:20])[O-])=[CH:11][CH:10]=1)[C:2]1[CH:7]=[CH:6][CH:5]=[CH:4][CH:3]=1.[Na+].Cl.[NH2:26][NH2:27].CO. The catalyst is O. The product is [CH3:22][O:21][C:19]([C:17]1[CH:16]=[C:15]([C:12]2[CH:13]=[CH:14][C:9]([O:8][CH2:1][C:2]3[CH:7]=[CH:6][CH:5]=[CH:4][CH:3]=3)=[CH:10][CH:11]=2)[NH:27][N:26]=1)=[O:20]. The yield is 0.700. (2) The reactants are [NH2:1][C:2]1[CH:11]=[C:10]([Cl:12])[C:9]([Br:13])=[CH:8][C:3]=1[C:4](OC)=[O:5].[NH2:14][CH:15]=O. No catalyst specified. The product is [Br:13][C:9]1[CH:8]=[C:3]2[C:2](=[CH:11][C:10]=1[Cl:12])[N:1]=[CH:15][N:14]=[C:4]2[OH:5]. The yield is 0.660. (3) The reactants are [CH3:1][S:2]([CH2:5][CH2:6][CH2:7][OH:8])(=[O:4])=[O:3].N(C(N1CCCCC1)=O)=NC(N1CCCCC1)=O.[Cl:27][C:28]1[CH:47]=[CH:46][C:31]([NH:32][C:33]2[C:42]3[C:37](=[CH:38][C:39](O)=[C:40]([O:43][CH3:44])[CH:41]=3)[N:36]=[CH:35][N:34]=2)=[C:30]([F:48])[CH:29]=1.C(P(CCCC)CCCC)CCC.Cl. The catalyst is C(Cl)Cl.CC(C)=O.CO.C(Cl)Cl. The product is [ClH:27].[Cl:27][C:28]1[CH:47]=[CH:46][C:31]([NH:32][C:33]2[C:42]3[C:37](=[CH:38][C:39]([O:8][CH2:7][CH2:6][CH2:5][S:2]([CH3:1])(=[O:4])=[O:3])=[C:40]([O:43][CH3:44])[CH:41]=3)[N:36]=[CH:35][N:34]=2)=[C:30]([F:48])[CH:29]=1. The yield is 0.290. (4) The reactants are [NH2:1][CH:2]1[CH2:7][CH2:6][CH:5]([NH:8][C:9]2[N:17]=[C:16]3[C:12]([N:13]=[CH:14][N:15]3[CH:18]3[CH2:22][CH2:21][CH2:20][CH2:19]3)=[C:11]([NH:23][CH2:24][C:25]3[CH:30]=[CH:29][C:28]([C:31]4[CH:36]=[CH:35][CH:34]=[CH:33][C:32]=4[O:37]C)=[CH:27][CH:26]=3)[N:10]=2)[CH2:4][CH2:3]1.CO. The product is [NH2:1][CH:2]1[CH2:3][CH2:4][CH:5]([NH:8][C:9]2[N:17]=[C:16]3[C:12]([N:13]=[CH:14][N:15]3[CH:18]3[CH2:19][CH2:20][CH2:21][CH2:22]3)=[C:11]([NH:23][CH2:24][C:25]3[CH:26]=[CH:27][C:28]([C:31]4[CH:36]=[CH:35][CH:34]=[CH:33][C:32]=4[OH:37])=[CH:29][CH:30]=3)[N:10]=2)[CH2:6][CH2:7]1. The catalyst is ClCCl. The yield is 0.950. (5) The reactants are [CH3:1][C:2]1[CH:7]=[C:6]([N+:8]([O-])=O)[CH:5]=[C:4]([CH3:11])[C:3]=1[C:12]1[CH:17]=[CH:16][C:15]([C:18]([F:21])([F:20])[F:19])=[CH:14][CH:13]=1.[H][H]. The catalyst is C(O)C.[Pd]. The product is [CH3:1][C:2]1[CH:7]=[C:6]([NH2:8])[CH:5]=[C:4]([CH3:11])[C:3]=1[C:12]1[CH:17]=[CH:16][C:15]([C:18]([F:19])([F:21])[F:20])=[CH:14][CH:13]=1. The yield is 0.890. (6) The reactants are [CH3:1][N:2]([CH3:20])[CH2:3][CH2:4][CH2:5][O:6][C:7]1[CH:12]=[CH:11][C:10]([NH2:13])=[CH:9][C:8]=1[C:14]1[N:15]([CH3:19])[N:16]=[CH:17][CH:18]=1.[F:21][C:22]1[CH:27]=[C:26]([F:28])[CH:25]=[CH:24][C:23]=1[N:29]=[C:30]=[O:31]. The catalyst is C(Cl)Cl. The product is [F:21][C:22]1[CH:27]=[C:26]([F:28])[CH:25]=[CH:24][C:23]=1[NH:29][C:30]([NH:13][C:10]1[CH:11]=[CH:12][C:7]([O:6][CH2:5][CH2:4][CH2:3][N:2]([CH3:1])[CH3:20])=[C:8]([C:14]2[N:15]([CH3:19])[N:16]=[CH:17][CH:18]=2)[CH:9]=1)=[O:31]. The yield is 0.730.